Predict the product of the given reaction. From a dataset of Forward reaction prediction with 1.9M reactions from USPTO patents (1976-2016). Given the reactants [C:1]([O:5][C:6](=[O:22])[NH:7][C@@H:8]([C:12](=[NH:21])[NH:13][CH2:14][C:15]1[CH:20]=[CH:19][CH:18]=[CH:17][CH:16]=1)[CH:9]([CH3:11])[CH3:10])([CH3:4])([CH3:3])[CH3:2].CCN(CC)CC.C([O:32][C:33](=O)[CH:34]([C:36](Cl)=[O:37])[CH3:35])C, predict the reaction product. The product is: [C:1]([O:5][C:6](=[O:22])[NH:7][CH:8]([C:12]1[N:13]([CH2:14][C:15]2[CH:16]=[CH:17][CH:18]=[CH:19][CH:20]=2)[C:33](=[O:32])[C:34]([CH3:35])=[C:36]([OH:37])[N:21]=1)[CH:9]([CH3:11])[CH3:10])([CH3:3])([CH3:4])[CH3:2].